Dataset: Forward reaction prediction with 1.9M reactions from USPTO patents (1976-2016). Task: Predict the product of the given reaction. (1) Given the reactants [OH:1][CH:2]([C:8]1[CH:9]=[N:10][CH:11]=[C:12]([C:14]2[CH:15]=[C:16]3[C:22](I)=[CH:21][N:20](COCC[Si](C)(C)C)[C:17]3=[N:18][CH:19]=2)[CH:13]=1)[C:3]([N:5]([CH3:7])[CH3:6])=[O:4].[CH3:32][N:33]1[C:37]([Sn](CCCC)(CCCC)CCCC)=[CH:36][C:35]([C:51]([F:54])([F:53])[F:52])=[N:34]1.[F-].[Cs+].C(P(C(C)(C)C)C(C)(C)C)(C)(C)C, predict the reaction product. The product is: [OH:1][CH:2]([C:8]1[CH:9]=[N:10][CH:11]=[C:12]([C:14]2[CH:15]=[C:16]3[C:22]([C:37]4[N:33]([CH3:32])[N:34]=[C:35]([C:51]([F:54])([F:53])[F:52])[CH:36]=4)=[CH:21][NH:20][C:17]3=[N:18][CH:19]=2)[CH:13]=1)[C:3]([N:5]([CH3:7])[CH3:6])=[O:4]. (2) Given the reactants [F:1][C:2]1[CH:3]=[CH:4][C:5]([S:13](=[O:16])(=[O:15])[NH2:14])=[C:6]([CH:12]=1)[CH2:7][NH:8]C(=O)C.[ClH:17], predict the reaction product. The product is: [ClH:17].[NH2:8][CH2:7][C:6]1[CH:12]=[C:2]([F:1])[CH:3]=[CH:4][C:5]=1[S:13]([NH2:14])(=[O:16])=[O:15]. (3) Given the reactants [NH2:1][C:2]1[C:3]([Br:9])=[N:4][CH:5]=[CH:6][C:7]=1[CH3:8].C([O-])(=O)C.[K+].[N:15]([O-])=O.[Na+], predict the reaction product. The product is: [Br:9][C:3]1[N:4]=[CH:5][CH:6]=[C:7]2[CH:8]=[N:15][NH:1][C:2]=12. (4) Given the reactants Br[CH:2](P(=O)(O)O)[C:3]1[CH:8]=[CH:7][C:6]([CH2:9][NH:10]C(=O)CCCCCNC(=O)CCCCC2C3NC(=O)NC3CS2)=[CH:5][CH:4]=1.C([O:40]P(C(C1C=CC(CN)=CC=1)Br)(=O)OCC)C.C(OP(=O)OCC)C.C(C1C=CC(CBr)=CC=1)#N.C(=O)([O-])[O-].[Ba+2], predict the reaction product. The product is: [C:9]([C:6]1[CH:7]=[CH:8][C:3]([CH2:2][OH:40])=[CH:4][CH:5]=1)#[N:10]. (5) Given the reactants [C:1]([O:5][C:6](=[O:26])[NH:7][CH:8]([C:18]1[CH:23]=[CH:22][C:21]([Cl:24])=[C:20]([Cl:25])[CH:19]=1)[C:9]([C:11]1[CH:16]=[CH:15][C:14]([OH:17])=[CH:13][CH:12]=1)=[O:10])([CH3:4])([CH3:3])[CH3:2].[F:27][C:28]([F:33])([F:32])[CH2:29][CH2:30]O, predict the reaction product. The product is: [C:1]([O:5][C:6](=[O:26])[NH:7][CH:8]([C:18]1[CH:23]=[CH:22][C:21]([Cl:24])=[C:20]([Cl:25])[CH:19]=1)[C:9](=[O:10])[C:11]1[CH:12]=[CH:13][C:14]([O:17][CH2:30][CH2:29][C:28]([F:33])([F:32])[F:27])=[CH:15][CH:16]=1)([CH3:4])([CH3:2])[CH3:3]. (6) Given the reactants S(=O)(=O)(O)O.[F:6][CH:7]([F:21])[O:8][C:9]1[CH:10]=[C:11]([CH2:17][C:18]([OH:20])=[O:19])[CH:12]=[CH:13][C:14]=1[O:15][CH3:16].[CH2:22](O)[CH3:23], predict the reaction product. The product is: [CH2:22]([O:19][C:18](=[O:20])[CH2:17][C:11]1[CH:12]=[CH:13][C:14]([O:15][CH3:16])=[C:9]([O:8][CH:7]([F:21])[F:6])[CH:10]=1)[CH3:23].